From a dataset of Forward reaction prediction with 1.9M reactions from USPTO patents (1976-2016). Predict the product of the given reaction. Given the reactants [Cl:1][C:2]1[CH:3]=[CH:4][C:5]([C:24]#[N:25])=[C:6]([C:8]2[C:13]([O:14][CH3:15])=[CH:12][N:11]([CH:16]([CH2:20][CH2:21][F:22])[C:17](O)=[O:18])[C:10](=[O:23])[CH:9]=2)[CH:7]=1.[NH2:26][C:27]1[CH:39]=[CH:38][C:30]([C:31]([O:33][C:34]([CH3:37])([CH3:36])[CH3:35])=[O:32])=[CH:29][CH:28]=1.CC(C)N=C=NC(C)C, predict the reaction product. The product is: [Cl:1][C:2]1[CH:3]=[CH:4][C:5]([C:24]#[N:25])=[C:6]([C:8]2[C:13]([O:14][CH3:15])=[CH:12][N:11]([CH:16]([CH2:20][CH2:21][F:22])[C:17]([NH:26][C:27]3[CH:39]=[CH:38][C:30]([C:31]([O:33][C:34]([CH3:35])([CH3:36])[CH3:37])=[O:32])=[CH:29][CH:28]=3)=[O:18])[C:10](=[O:23])[CH:9]=2)[CH:7]=1.